This data is from Reaction yield outcomes from USPTO patents with 853,638 reactions. The task is: Predict the reaction yield, written as a fraction of the theoretical maximum amount of product (1.0 means a 100% yield; for example, 0.34 means a 34% yield). (1) The reactants are C([O-])([O-])=O.[Cs+].[Cs+].[C:7]([CH2:10]C(=O)C)(=O)[CH3:8].[OH:14][C:15]1[CH:20]=[CH:19][C:18]([C:21]([N:23]2[CH2:28][CH2:27][C:26]3([N:33]([CH3:34])[CH2:32][CH2:31][N:30]4[C:35]([C:38]([F:41])([F:40])[F:39])=[CH:36][CH:37]=[C:29]34)[CH2:25][CH2:24]2)=[O:22])=[CH:17][C:16]=1[O:42][CH3:43].BrC(C)=C. The catalyst is Cl[Cu].C1COCC1. The product is [C:7]([O:14][C:15]1[CH:20]=[CH:19][C:18]([C:21]([N:23]2[CH2:24][CH2:25][C:26]3([N:33]([CH3:34])[CH2:32][CH2:31][N:30]4[C:35]([C:38]([F:41])([F:40])[F:39])=[CH:36][CH:37]=[C:29]34)[CH2:27][CH2:28]2)=[O:22])=[CH:17][C:16]=1[O:42][CH3:43])([CH3:10])=[CH2:8]. The yield is 0.0800. (2) The reactants are Cl[C:2]1[CH:7]=[C:6]([C:8]2[N:12]([CH3:13])[C:11]3[CH:14]=[CH:15][CH:16]=[CH:17][C:10]=3[N:9]=2)[C:5]([Cl:18])=[CH:4][N:3]=1.[NH:19]1[CH2:24][CH2:23][CH:22]([NH:25][S:26]([CH3:29])(=[O:28])=[O:27])[CH2:21][CH2:20]1.[F-].[Cs+]. The catalyst is CS(C)=O. The product is [Cl:18][C:5]1[C:6]([C:8]2[N:12]([CH3:13])[C:11]3[CH:14]=[CH:15][CH:16]=[CH:17][C:10]=3[N:9]=2)=[CH:7][C:2]([N:19]2[CH2:20][CH2:21][CH:22]([NH:25][S:26]([CH3:29])(=[O:27])=[O:28])[CH2:23][CH2:24]2)=[N:3][CH:4]=1. The yield is 0.960. (3) The reactants are C([O:5][C:6]([CH2:8][C:9]1[CH:14]=[CH:13][C:12]([O:15][C:16]([C:18]2[CH:19]=[C:20]3[C:25](=[CH:26][CH:27]=2)[O:24][C:23]([CH3:29])([CH3:28])[CH2:22][C:21]3([CH3:31])[CH3:30])=[O:17])=[CH:11][CH:10]=1)=[O:7])(C)(C)C.FC(F)(F)C(O)=O. No catalyst specified. The product is [C:6]([CH2:8][C:9]1[CH:10]=[CH:11][C:12]([O:15][C:16]([C:18]2[CH:19]=[C:20]3[C:25](=[CH:26][CH:27]=2)[O:24][C:23]([CH3:29])([CH3:28])[CH2:22][C:21]3([CH3:31])[CH3:30])=[O:17])=[CH:13][CH:14]=1)([OH:7])=[O:5]. The yield is 0.500. (4) The reactants are C(P(=CC#N)(CCCC)CCCC)CCC.C([O:21][C:22](=[O:34])[CH2:23][NH:24][C:25](=[O:33])[C:26]1[CH:31]=[CH:30][C:29]([OH:32])=[CH:28][CH:27]=1)(C)(C)C.[CH3:35][O:36][C:37]1[CH:42]=[CH:41][C:40]([CH2:43][CH2:44]O)=[CH:39][CH:38]=1.FC(F)(F)C(O)=O. The catalyst is ClCCl.O.C1(C)C=CC=CC=1. The product is [CH3:35][O:36][C:37]1[CH:42]=[CH:41][C:40]([CH2:43][CH2:44][O:32][C:29]2[CH:28]=[CH:27][C:26]([C:25]([NH:24][CH2:23][C:22]([OH:21])=[O:34])=[O:33])=[CH:31][CH:30]=2)=[CH:39][CH:38]=1. The yield is 0.720. (5) The reactants are [N:1]([C@@H:4]1[CH2:9][CH2:8][N:7]([C:10]([O:12][C:13]([CH3:16])([CH3:15])[CH3:14])=[O:11])[CH2:6][C@H:5]1[OH:17])=[N+:2]=[N-:3].N1C=CN=C1.[CH3:23][C:24]([Si:27](Cl)([CH3:29])[CH3:28])([CH3:26])[CH3:25]. The catalyst is CN(C=O)C.CCOC(C)=O. The product is [N:1]([C@@H:4]1[CH2:9][CH2:8][N:7]([C:10]([O:12][C:13]([CH3:14])([CH3:16])[CH3:15])=[O:11])[CH2:6][C@H:5]1[O:17][Si:27]([C:24]([CH3:26])([CH3:25])[CH3:23])([CH3:29])[CH3:28])=[N+:2]=[N-:3]. The yield is 0.750.